From a dataset of Catalyst prediction with 721,799 reactions and 888 catalyst types from USPTO. Predict which catalyst facilitates the given reaction. Reactant: CNC1N=C(CC[OH:11])C=CC=1.C(Br)(Br)(Br)Br.[C:17]1([P:23]([C:30]2[CH:35]=[CH:34][CH:33]=[CH:32][CH:31]=2)[C:24]2[CH:29]=[CH:28][CH:27]=[CH:26][CH:25]=2)[CH:22]=[CH:21][CH:20]=[CH:19][CH:18]=1. Product: [C:30]1([P:23](=[O:11])([C:17]2[CH:18]=[CH:19][CH:20]=[CH:21][CH:22]=2)[C:24]2[CH:29]=[CH:28][CH:27]=[CH:26][CH:25]=2)[CH:31]=[CH:32][CH:33]=[CH:34][CH:35]=1. The catalyst class is: 4.